Dataset: Reaction yield outcomes from USPTO patents with 853,638 reactions. Task: Predict the reaction yield, written as a fraction of the theoretical maximum amount of product (1.0 means a 100% yield; for example, 0.34 means a 34% yield). (1) The reactants are Cl.[NH2:2][CH2:3][C:4]1[CH:12]=[CH:11][CH:10]=[C:9]2[C:5]=1[C:6](=[O:22])[N:7]([CH:14]1[CH2:19][CH2:18][C:17](=[O:20])[NH:16][C:15]1=[O:21])[C:8]2=[O:13].C(N(CC)CC)C.[S:30]1[CH:34]=[CH:33][N:32]=[C:31]1[C:35](Cl)=[O:36]. The catalyst is CC#N. The product is [O:21]=[C:15]1[CH:14]([N:7]2[C:6](=[O:22])[C:5]3[C:9](=[CH:10][CH:11]=[CH:12][C:4]=3[CH2:3][NH:2][C:35]([C:31]3[S:30][CH:34]=[CH:33][N:32]=3)=[O:36])[C:8]2=[O:13])[CH2:19][CH2:18][C:17](=[O:20])[NH:16]1. The yield is 0.740. (2) The product is [C:1]1([C:19]2[CH:20]=[CH:21][CH:22]=[CH:23][CH:24]=2)[CH:6]=[CH:5][C:4]([C:7]2[CH:8]=[N:9][N:10]([C:12]3[CH:13]=[C:14]([CH:15]=[CH:16][CH:17]=3)[O:18][C:26]3[CH:27]=[C:28]([CH:36]=[CH:37][CH:38]=3)[O:29][C:30]3[CH:35]=[CH:34][CH:33]=[CH:32][N:31]=3)[CH:11]=2)=[CH:3][CH:2]=1. The catalyst is [Cu]I. The reactants are [C:1]1([C:19]2[CH:24]=[CH:23][CH:22]=[CH:21][CH:20]=2)[CH:6]=[CH:5][C:4]([C:7]2[CH:8]=[N:9][N:10]([C:12]3[CH:13]=[C:14]([OH:18])[CH:15]=[CH:16][CH:17]=3)[CH:11]=2)=[CH:3][CH:2]=1.Br[C:26]1[CH:27]=[C:28]([CH:36]=[CH:37][CH:38]=1)[O:29][C:30]1[CH:35]=[CH:34][CH:33]=[CH:32][N:31]=1.N1C=CC=CC=1C(O)=O.[O-]P([O-])([O-])=O.[K+].[K+].[K+]. The yield is 0.930. (3) The reactants are C[O:2][C:3]([C:5]1[S:6][C:7]([C:25]2[CH:30]=[CH:29][CH:28]=[CH:27][CH:26]=2)=[CH:8][C:9]=1[N:10]([C:21]([CH3:24])([CH3:23])[CH3:22])[C:11](=[O:20])[C:12]1[CH:17]=[CH:16][C:15]([Cl:18])=[CH:14][C:13]=1[Cl:19])=[O:4].[Li+].[OH-]. The catalyst is C1COCC1.CO.O. The product is [C:21]([N:10]([C:11](=[O:20])[C:12]1[CH:17]=[CH:16][C:15]([Cl:18])=[CH:14][C:13]=1[Cl:19])[C:9]1[CH:8]=[C:7]([C:25]2[CH:26]=[CH:27][CH:28]=[CH:29][CH:30]=2)[S:6][C:5]=1[C:3]([OH:4])=[O:2])([CH3:24])([CH3:22])[CH3:23]. The yield is 0.290. (4) The reactants are [F:1][C:2]1[CH:7]=[CH:6][CH:5]=[C:4]([F:8])[C:3]=1[NH:9][C:10](=[NH:22])[CH2:11][C:12]([C:14]1[CH:19]=[CH:18][C:17]([F:20])=[CH:16][C:15]=1[F:21])=[O:13].[C:23](OC)(=[O:26])[C:24]#[CH:25]. The catalyst is CO. The product is [NH2:22][C:10]1[N:9]([C:3]2[C:2]([F:1])=[CH:7][CH:6]=[CH:5][C:4]=2[F:8])[C:23](=[O:26])[CH:24]=[CH:25][C:11]=1[C:12](=[O:13])[C:14]1[CH:19]=[CH:18][C:17]([F:20])=[CH:16][C:15]=1[F:21]. The yield is 0.150. (5) The reactants are [CH2:1]([O:3][C:4]([N:6]1[CH2:11][CH2:10][N:9]([CH2:12][C:13]2[N:17]=[C:16]([C:18]3[CH:23]=[CH:22][CH:21]=[C:20](I)[CH:19]=3)[O:15][N:14]=2)[CH2:8][CH2:7]1)=[O:5])[CH3:2].[O:25]1[CH:29]=[CH:28][C:27](B(O)O)=[CH:26]1.COCCOC.C(=O)([O-])[O-].[Na+].[Na+]. The catalyst is C(OCC)(=O)C.C1C=CC([P]([Pd]([P](C2C=CC=CC=2)(C2C=CC=CC=2)C2C=CC=CC=2)([P](C2C=CC=CC=2)(C2C=CC=CC=2)C2C=CC=CC=2)[P](C2C=CC=CC=2)(C2C=CC=CC=2)C2C=CC=CC=2)(C2C=CC=CC=2)C2C=CC=CC=2)=CC=1. The product is [CH2:1]([O:3][C:4]([N:6]1[CH2:11][CH2:10][N:9]([CH2:12][C:13]2[N:17]=[C:16]([C:18]3[CH:23]=[CH:22][CH:21]=[C:20]([C:27]4[CH:28]=[CH:29][O:25][CH:26]=4)[CH:19]=3)[O:15][N:14]=2)[CH2:8][CH2:7]1)=[O:5])[CH3:2]. The yield is 0.380. (6) The yield is 0.850. The product is [CH:1]([C@H:14]1[O:19][CH2:18][C@@H:17]([NH:20][CH2:21][C:22]2[CH:27]=[CH:26][CH:25]=[CH:24][CH:23]=2)[CH2:16][CH2:15]1)([C:8]1[CH:13]=[CH:12][CH:11]=[CH:10][CH:9]=1)[C:2]1[CH:3]=[CH:4][CH:5]=[CH:6][CH:7]=1. The catalyst is ClCCCl.CO. The reactants are [CH:1]([C@H:14]1[O:19][CH2:18][C@@H:17]([NH2:20])[CH2:16][CH2:15]1)([C:8]1[CH:13]=[CH:12][CH:11]=[CH:10][CH:9]=1)[C:2]1[CH:7]=[CH:6][CH:5]=[CH:4][CH:3]=1.[CH:21](=O)[C:22]1[CH:27]=[CH:26][CH:25]=[CH:24][CH:23]=1.C(O)(=O)C.[BH3-]C#N.[Na+]. (7) The reactants are [CH3:1][CH:2]1[CH2:7][NH:6][CH2:5][CH2:4][NH:3]1.[CH2:8]([O:15][C:16](Cl)=[O:17])[C:9]1[CH:14]=[CH:13][CH:12]=[CH:11][CH:10]=1.C(N(C(C)C)CC)(C)C.[CH3:28][C:29]([O:32][C:33](O[C:33]([O:32][C:29]([CH3:31])([CH3:30])[CH3:28])=[O:34])=[O:34])([CH3:31])[CH3:30]. The catalyst is C(Cl)Cl. The product is [CH3:1][CH:2]1[CH2:7][N:6]([C:16]([O:15][CH2:8][C:9]2[CH:14]=[CH:13][CH:12]=[CH:11][CH:10]=2)=[O:17])[CH2:5][CH2:4][N:3]1[C:33]([O:32][C:29]([CH3:31])([CH3:30])[CH3:28])=[O:34]. The yield is 0.720.